From a dataset of Forward reaction prediction with 1.9M reactions from USPTO patents (1976-2016). Predict the product of the given reaction. (1) The product is: [C:5]1([C:3]2([C:11]3[CH:16]=[CH:15][CH:14]=[CH:13][CH:12]=3)[CH2:4][C:2]2([P:23]([C:28]([CH3:31])([CH3:30])[CH3:29])[C:24]([CH3:27])([CH3:26])[CH3:25])[CH3:32])[CH:10]=[CH:9][CH:8]=[CH:7][CH:6]=1. Given the reactants Br[CH:2]1[CH2:4][C:3]1([C:11]1[CH:16]=[CH:15][CH:14]=[CH:13][CH:12]=1)[C:5]1[CH:10]=[CH:9][CH:8]=[CH:7][CH:6]=1.[Mg].II.[Br-].[Li+].Cl[P:23]([C:28]([CH3:31])([CH3:30])[CH3:29])[C:24]([CH3:27])([CH3:26])[CH3:25].[CH3:32]CCCCC, predict the reaction product. (2) The product is: [NH2:20][C@@H:16]1[C:15]2[CH:28]=[C:11]([CH:12]=[CH:13][N:14]=2)[C:10]2[CH:9]=[CH:8][CH:7]=[CH:6][C:5]=2[NH:4][C:3](=[O:29])[C@H:2]([CH3:1])[CH2:19][CH2:18][CH2:17]1. Given the reactants [CH3:1][C@@H:2]1[CH2:19][CH2:18][CH2:17][C@H:16]([NH:20]C(=O)OC(C)(C)C)[C:15]2[CH:28]=[C:11]([CH:12]=[CH:13][N:14]=2)[C:10]2[CH:9]=[CH:8][CH:7]=[CH:6][C:5]=2[NH:4][C:3]1=[O:29].C(O)(C(F)(F)F)=O, predict the reaction product. (3) Given the reactants [C:1]([O:5][C:6]([C:8]1[CH:16]=[C:15]2[C:11]([C:12]([CH:17]3[CH2:22][CH2:21][CH2:20][CH2:19][CH2:18]3)=[CH:13][NH:14]2)=[CH:10][CH:9]=1)=[O:7])([CH3:4])([CH3:3])[CH3:2].C1C(=O)N([Br:30])C(=O)C1.S([O-])([O-])(=O)=S.[Na+].[Na+].CCOC(C)=O, predict the reaction product. The product is: [Br:30][C:13]1[NH:14][C:15]2[C:11]([C:12]=1[CH:17]1[CH2:22][CH2:21][CH2:20][CH2:19][CH2:18]1)=[CH:10][CH:9]=[C:8]([C:6]([O:5][C:1]([CH3:4])([CH3:2])[CH3:3])=[O:7])[CH:16]=2. (4) Given the reactants FC1C=CC=C(F)C=1N.C(N)C.[CH2:13]([NH:15][C:16]1[CH:21]=[CH:20][CH:19]=[C:18]([F:22])[C:17]=1[N+:23]([O-])=O)[CH3:14].C(NC1C=CC=C(NCC)C=1[N+]([O-])=O)C, predict the reaction product. The product is: [CH2:13]([NH:15][C:16]1[C:17]([NH2:23])=[C:18]([F:22])[CH:19]=[CH:20][CH:21]=1)[CH3:14].